This data is from Full USPTO retrosynthesis dataset with 1.9M reactions from patents (1976-2016). The task is: Predict the reactants needed to synthesize the given product. Given the product [Cl:39][C:36]1[CH:37]=[CH:38][C:33]([S:30]([NH:26][C:25]2[C:20]([C:18]([C:17]3[C:12]4[O:11][CH2:10][CH2:9][NH:8][C:13]=4[CH:14]=[CH:15][CH:16]=3)=[O:19])=[N:21][CH:22]=[C:23]([Cl:44])[CH:24]=2)(=[O:31])=[O:32])=[CH:34][C:35]=1[C:40]([F:42])([F:43])[F:41], predict the reactants needed to synthesize it. The reactants are: C(OC([N:8]1[C:13]2[CH:14]=[CH:15][CH:16]=[C:17]([C:18]([C:20]3[C:25]([N:26]([S:30]([C:33]4[CH:38]=[CH:37][C:36]([Cl:39])=[C:35]([C:40]([F:43])([F:42])[F:41])[CH:34]=4)(=[O:32])=[O:31])COC)=[CH:24][C:23]([Cl:44])=[CH:22][N:21]=3)=[O:19])[C:12]=2[O:11][CH2:10][CH2:9]1)=O)(C)(C)C.